Dataset: Forward reaction prediction with 1.9M reactions from USPTO patents (1976-2016). Task: Predict the product of the given reaction. Given the reactants [Cl:1][C:2]1[CH:3]=[C:4]([NH:16][C:17]2[C:26]3[C:21](=[CH:22][CH:23]=[CH:24][C:25]=3[O:27][C@@H:28]([CH3:32])[C:29]([OH:31])=O)[N:20]=[CH:19][N:18]=2)[CH:5]=[CH:6][C:7]=1[O:8][CH2:9][C:10]1[CH:15]=[CH:14][CH:13]=[CH:12][N:11]=1.[NH3:33], predict the reaction product. The product is: [Cl:1][C:2]1[CH:3]=[C:4]([NH:16][C:17]2[C:26]3[C:21](=[CH:22][CH:23]=[CH:24][C:25]=3[O:27][C@@H:28]([CH3:32])[C:29]([NH2:33])=[O:31])[N:20]=[CH:19][N:18]=2)[CH:5]=[CH:6][C:7]=1[O:8][CH2:9][C:10]1[CH:15]=[CH:14][CH:13]=[CH:12][N:11]=1.